From a dataset of Full USPTO retrosynthesis dataset with 1.9M reactions from patents (1976-2016). Predict the reactants needed to synthesize the given product. (1) Given the product [P:1]([OH:39])([OH:44])([O:3][CH2:4][C@@H:5]([NH:14][C:15](=[O:38])[C:16]1[CH:21]=[CH:20][C:19]([C:22]2[C:27]([NH2:28])=[N:26][CH:25]=[C:24]([C@@H:29]3[CH2:34][CH2:33][C@@H:32]([OH:35])[C@H:31]([F:36])[CH2:30]3)[N:23]=2)=[CH:18][C:17]=1[F:37])[C:6]1[CH:11]=[C:10]([I:12])[CH:9]=[C:8]([F:13])[CH:7]=1)=[O:2], predict the reactants needed to synthesize it. The reactants are: [P:1]([O:44]C(C)(C)C)([O:39]C(C)(C)C)([O:3][CH2:4][C@@H:5]([NH:14][C:15](=[O:38])[C:16]1[CH:21]=[CH:20][C:19]([C:22]2[C:27]([NH2:28])=[N:26][CH:25]=[C:24]([C@@H:29]3[CH2:34][CH2:33][C@@H:32]([OH:35])[C@H:31]([F:36])[CH2:30]3)[N:23]=2)=[CH:18][C:17]=1[F:37])[C:6]1[CH:11]=[C:10]([I:12])[CH:9]=[C:8]([F:13])[CH:7]=1)=[O:2].Cl.O1CCOCC1. (2) Given the product [CH3:20][N:18]([CH2:17][C:16]([N:4]1[C:5]2[C:10](=[CH:9][C:8]([O:11][CH3:12])=[C:7]([NH2:13])[CH:6]=2)[C:2]([CH3:22])([CH3:1])[CH2:3]1)=[O:21])[CH3:19], predict the reactants needed to synthesize it. The reactants are: [CH3:1][C:2]1([CH3:22])[C:10]2[C:5](=[CH:6][C:7]([N+:13]([O-])=O)=[C:8]([O:11][CH3:12])[CH:9]=2)[N:4]([C:16](=[O:21])[CH2:17][N:18]([CH3:20])[CH3:19])[CH2:3]1.O.NN. (3) Given the product [Cl:11][C:12]1[CH:29]=[C:28]([Cl:30])[CH:27]=[CH:26][C:13]=1[CH2:14][N:15]1[C:19]([CH:20]=[O:21])=[CH:18][C:17]([O:22][CH:23]([CH3:25])[CH3:24])=[N:16]1, predict the reactants needed to synthesize it. The reactants are: CS(C)=O.C(Cl)(=O)C(Cl)=O.[Cl:11][C:12]1[CH:29]=[C:28]([Cl:30])[CH:27]=[CH:26][C:13]=1[CH2:14][N:15]1[C:19]([CH2:20][OH:21])=[CH:18][C:17]([O:22][CH:23]([CH3:25])[CH3:24])=[N:16]1.Cl. (4) Given the product [C:1]([NH:9][C:10]([NH:12][C:13]1([C:27]2[CH:32]=[CH:31][CH:30]=[CH:29][CH:28]=2)[CH:17]([CH2:18][OH:19])[CH2:16][N:15]([C:20]([O:22][C:23]([CH3:26])([CH3:24])[CH3:25])=[O:21])[CH2:14]1)=[S:11])(=[O:8])[C:2]1[CH:7]=[CH:6][CH:5]=[CH:4][CH:3]=1, predict the reactants needed to synthesize it. The reactants are: [C:1]([N:9]=[C:10]=[S:11])(=[O:8])[C:2]1[CH:7]=[CH:6][CH:5]=[CH:4][CH:3]=1.[NH2:12][C:13]1([C:27]2[CH:32]=[CH:31][CH:30]=[CH:29][CH:28]=2)[CH:17]([CH2:18][OH:19])[CH2:16][N:15]([C:20]([O:22][C:23]([CH3:26])([CH3:25])[CH3:24])=[O:21])[CH2:14]1.C(=O)(O)[O-].[Na+].ClCCl. (5) Given the product [F:14][C:6]1[CH:5]=[C:4]([N:1]2[C:15]([Si:17]([CH3:20])([CH3:19])[CH3:18])=[CH:16][N:3]=[N:2]2)[CH:13]=[CH:12][C:7]=1[C:8]([O:10][CH3:11])=[O:9], predict the reactants needed to synthesize it. The reactants are: [N:1]([C:4]1[CH:13]=[CH:12][C:7]([C:8]([O:10][CH3:11])=[O:9])=[C:6]([F:14])[CH:5]=1)=[N+:2]=[N-:3].[C:15]([Si:17]([CH3:20])([CH3:19])[CH3:18])#[CH:16]. (6) Given the product [Br:43][C:15]1[S:14][C:13]([CH2:12][CH2:11][C@@H:10]([NH:18][C:19](=[O:25])[O:20][C:21]([CH3:24])([CH3:23])[CH3:22])[C@@H:9]([O:8][Si:1]([C:4]([CH3:5])([CH3:6])[CH3:7])([CH3:2])[CH3:3])[C:26]2[CH:27]=[CH:28][C:29]([C:32]([F:33])([F:34])[F:35])=[CH:30][CH:31]=2)=[N:17][CH:16]=1, predict the reactants needed to synthesize it. The reactants are: [Si:1]([O:8][C@@H:9]([C:26]1[CH:31]=[CH:30][C:29]([C:32]([F:35])([F:34])[F:33])=[CH:28][CH:27]=1)[C@H:10]([NH:18][C:19](=[O:25])[O:20][C:21]([CH3:24])([CH3:23])[CH3:22])[CH2:11][CH2:12][C:13]1[S:14][CH:15]=[CH:16][N:17]=1)([C:4]([CH3:7])([CH3:6])[CH3:5])([CH3:3])[CH3:2].C1C(=O)N([Br:43])C(=O)C1. (7) Given the product [CH3:1][O:2][C:3]1[CH:4]=[CH:5][C:6]2[O:10][C:9]([CH:11]([NH:16][C:17]3[CH:18]=[CH:19][C:20]([C:23]([NH:25][CH2:26][CH2:27][C:28]([OH:30])=[O:29])=[O:24])=[CH:21][CH:22]=3)[CH2:12][CH:13]([CH3:15])[CH3:14])=[C:8]([CH3:33])[C:7]=2[CH:34]=1, predict the reactants needed to synthesize it. The reactants are: [CH3:1][O:2][C:3]1[CH:4]=[CH:5][C:6]2[O:10][C:9]([CH:11]([NH:16][C:17]3[CH:22]=[CH:21][C:20]([C:23]([NH:25][CH2:26][CH2:27][C:28]([O:30]CC)=[O:29])=[O:24])=[CH:19][CH:18]=3)[CH2:12][CH:13]([CH3:15])[CH3:14])=[C:8]([CH3:33])[C:7]=2[CH:34]=1.O1CCCC1.[OH-].[Na+]. (8) Given the product [CH3:38][O:39][C:2]1[C:10]2[C:5](=[CH:6][CH:7]=[CH:8][C:9]=2[N+:11]([O-:13])=[O:12])[N:4]([CH2:14][C:15]2[CH:16]=[N:17][C:18]([CH3:21])=[CH:19][CH:20]=2)[N:3]=1, predict the reactants needed to synthesize it. The reactants are: I[C:2]1[C:10]2[C:5](=[CH:6][CH:7]=[CH:8][C:9]=2[N+:11]([O-:13])=[O:12])[N:4]([CH2:14][C:15]2[CH:16]=[N:17][C:18]([CH3:21])=[CH:19][CH:20]=2)[N:3]=1.N1C2C(=CC=C3C=2N=CC=C3)C=CC=1.[F-].[K+].[CH3:38][OH:39].